Predict which catalyst facilitates the given reaction. From a dataset of Catalyst prediction with 721,799 reactions and 888 catalyst types from USPTO. (1) Reactant: C(OC([N:8]1[CH2:11][CH:10]([NH:12][C:13]2[CH:14]=[C:15]3[C:24](=[CH:25][C:26]=2[CH:27]([CH3:29])[CH3:28])[O:23][CH2:22][C:21]2[N:16]3[C@@H:17]([CH3:31])[C:18](=[O:30])[NH:19][N:20]=2)[CH2:9]1)=O)(C)(C)C. Product: [NH:8]1[CH2:9][CH:10]([NH:12][C:13]2[CH:14]=[C:15]3[C:24](=[CH:25][C:26]=2[CH:27]([CH3:28])[CH3:29])[O:23][CH2:22][C:21]2[N:16]3[C@@H:17]([CH3:31])[C:18](=[O:30])[NH:19][N:20]=2)[CH2:11]1. The catalyst class is: 157. (2) Reactant: [Br:1][C:2]1[CH:3]=[CH:4][C:5]([N:8]2[CH:12]=[C:11]([CH2:13][CH2:14][CH2:15][O:16][C:17]3[C:22]([CH2:23][CH3:24])=[CH:21][CH:20]=[CH:19][C:18]=3[CH2:25][C:26]([O:28]C)=[O:27])[C:10]([CH:30]([CH2:33][CH3:34])[CH2:31][CH3:32])=[N:9]2)=[N:6][CH:7]=1.[OH-].[Na+].O1CCCC1.Cl. Product: [Br:1][C:2]1[CH:3]=[CH:4][C:5]([N:8]2[CH:12]=[C:11]([CH2:13][CH2:14][CH2:15][O:16][C:17]3[C:22]([CH2:23][CH3:24])=[CH:21][CH:20]=[CH:19][C:18]=3[CH2:25][C:26]([OH:28])=[O:27])[C:10]([CH:30]([CH2:31][CH3:32])[CH2:33][CH3:34])=[N:9]2)=[N:6][CH:7]=1. The catalyst class is: 5.